Dataset: Full USPTO retrosynthesis dataset with 1.9M reactions from patents (1976-2016). Task: Predict the reactants needed to synthesize the given product. (1) Given the product [CH3:32][O:33][C:34](=[O:37])[CH2:35][O:31][C:28]1[CH:27]=[CH:26][C:25]([CH2:24][CH2:23][C:18]2[CH:19]=[CH:20][CH:21]=[CH:22][C:17]=2[C:9]2[N:8]([CH2:7][CH:1]3[CH2:6][CH2:5][CH2:4][CH2:3][CH2:2]3)[C:12]3[CH:13]=[CH:14][CH:15]=[CH:16][C:11]=3[N:10]=2)=[CH:30][CH:29]=1, predict the reactants needed to synthesize it. The reactants are: [CH:1]1([CH2:7][N:8]2[C:12]3[CH:13]=[CH:14][CH:15]=[CH:16][C:11]=3[N:10]=[C:9]2[C:17]2[CH:22]=[CH:21][CH:20]=[CH:19][C:18]=2[CH2:23][CH2:24][C:25]2[CH:30]=[CH:29][C:28]([OH:31])=[CH:27][CH:26]=2)[CH2:6][CH2:5][CH2:4][CH2:3][CH2:2]1.[CH3:32][O:33][C:34](=[O:37])[CH2:35]Br. (2) Given the product [C:15]([C:9]1([C:5]2[CH:6]=[CH:7][CH:8]=[C:3]([O:2][CH3:1])[CH:4]=2)[CH2:14][CH2:13][N:12]([CH:27]2[CH2:28][CH2:29][N:24]([C:22]([O:21][C:17]([CH3:20])([CH3:19])[CH3:18])=[O:23])[CH2:25][CH2:26]2)[CH2:11][CH2:10]1)#[N:16], predict the reactants needed to synthesize it. The reactants are: [CH3:1][O:2][C:3]1[CH:4]=[C:5]([C:9]2([C:15]#[N:16])[CH2:14][CH2:13][NH:12][CH2:11][CH2:10]2)[CH:6]=[CH:7][CH:8]=1.[C:17]([O:21][C:22]([N:24]1[CH2:29][CH2:28][C:27](=O)[CH2:26][CH2:25]1)=[O:23])([CH3:20])([CH3:19])[CH3:18].C(O[BH-](OC(=O)C)OC(=O)C)(=O)C.[Na+].C(=O)(O)[O-].[Na+].